Dataset: Forward reaction prediction with 1.9M reactions from USPTO patents (1976-2016). Task: Predict the product of the given reaction. (1) The product is: [Cl:1][C:2]1[N:7]=[CH:6][C:5]([C:8]([NH:21][C:20](=[O:18])[CH3:19])([CH3:10])[CH3:9])=[CH:4][CH:3]=1. Given the reactants [Cl:1][C:2]1[N:7]=[CH:6][C:5]([C:8](O)([CH3:10])[CH3:9])=[CH:4][CH:3]=1.S(=O)(=O)(O)O.[NH4+].[OH-:18].[CH3:19][C:20]#[N:21], predict the reaction product. (2) Given the reactants Cl[C:2]1[CH:7]=[C:6]([Cl:8])[N:5]=[C:4]([NH2:9])[N:3]=1.[CH:10]1([C@H:13]([NH2:15])[CH3:14])[CH2:12][CH2:11]1.CCN(C(C)C)C(C)C, predict the reaction product. The product is: [Cl:8][C:6]1[N:5]=[C:4]([NH2:9])[N:3]=[C:2]([NH:15][C@@H:13]([CH:10]2[CH2:12][CH2:11]2)[CH3:14])[CH:7]=1. (3) Given the reactants [F:1][C:2]1[CH:3]=[CH:4][C:5]([O:18][C:19]([F:22])([F:21])[F:20])=[C:6]2[C:10]=1[N:9]([CH2:11][CH2:12][O:13][CH3:14])[CH:8]=[C:7]2[C:15](O)=[O:16].CCN(CC)CC.Cl.[F:31][C:32]([F:51])([F:50])[C:33]([NH:35][CH2:36][C:37]1[CH:42]=[CH:41][C:40]([F:43])=[C:39]([CH:44]2[CH2:49][CH2:48][NH:47][CH2:46][CH2:45]2)[CH:38]=1)=[O:34].CCN=C=NCCCN(C)C, predict the reaction product. The product is: [F:51][C:32]([F:50])([F:31])[C:33]([NH:35][CH2:36][C:37]1[CH:42]=[CH:41][C:40]([F:43])=[C:39]([CH:44]2[CH2:49][CH2:48][N:47]([C:15]([C:7]3[C:6]4[C:10](=[C:2]([F:1])[CH:3]=[CH:4][C:5]=4[O:18][C:19]([F:22])([F:20])[F:21])[N:9]([CH2:11][CH2:12][O:13][CH3:14])[CH:8]=3)=[O:16])[CH2:46][CH2:45]2)[CH:38]=1)=[O:34]. (4) Given the reactants [CH3:1][C:2]1[CH:10]=[CH:9][C:5]([C:6]([OH:8])=O)=[CH:4][C:3]=1[N+:11]([O-:13])=[O:12].[C:14]1([C:20]2[S:24][C:23]([NH2:25])=[N:22][N:21]=2)[CH:19]=[CH:18][CH:17]=[CH:16][CH:15]=1.F[P-](F)(F)(F)(F)F.N1(O[P+](N2CCCC2)(N2CCCC2)N2CCCC2)C2C=CC=CC=2N=N1.C(N(C(C)C)CC)(C)C, predict the reaction product. The product is: [CH3:1][C:2]1[CH:10]=[CH:9][C:5]([C:6]([NH:25][C:23]2[S:24][C:20]([C:14]3[CH:19]=[CH:18][CH:17]=[CH:16][CH:15]=3)=[N:21][N:22]=2)=[O:8])=[CH:4][C:3]=1[N+:11]([O-:13])=[O:12].